Dataset: Reaction yield outcomes from USPTO patents with 853,638 reactions. Task: Predict the reaction yield, written as a fraction of the theoretical maximum amount of product (1.0 means a 100% yield; for example, 0.34 means a 34% yield). (1) The reactants are [CH3:1][O:2][C:3]1[C:11]2[O:10][CH:9]([CH3:12])[CH2:8][C:7]=2[C:6]([CH3:13])=[C:5]([N:14]2[CH2:19][CH2:18][NH:17][CH2:16][CH2:15]2)[C:4]=1[CH3:20].Br[C:22]1[CH:27]=[CH:26][C:25]([O:28][CH2:29][CH3:30])=[CH:24][CH:23]=1. No catalyst specified. The product is [CH2:29]([O:28][C:25]1[CH:26]=[CH:27][C:22]([N:17]2[CH2:18][CH2:19][N:14]([C:5]3[C:4]([CH3:20])=[C:3]([O:2][CH3:1])[C:11]4[O:10][CH:9]([CH3:12])[CH2:8][C:7]=4[C:6]=3[CH3:13])[CH2:15][CH2:16]2)=[CH:23][CH:24]=1)[CH3:30]. The yield is 0.330. (2) The reactants are [CH:1]1([CH:7]=O)[CH2:6][CH2:5][CH2:4][CH2:3][CH2:2]1.[C:9]([CH2:11][C:12]([O:14]C)=O)#[N:10].[C:16]1([NH:22][C:23]([NH2:25])=[NH:24])[CH:21]=[CH:20][CH:19]=[CH:18][CH:17]=1.N1CCCCC1. The catalyst is C(O)C. The product is [CH:1]1([C:7]2[N:24]=[C:23]([NH:22][C:16]3[CH:21]=[CH:20][CH:19]=[CH:18][CH:17]=3)[NH:25][C:12](=[O:14])[C:11]=2[C:9]#[N:10])[CH2:2][CH2:3][CH2:4][CH2:5][CH2:6]1. The yield is 0.480. (3) The reactants are [Cl:1][C:2]1[CH:10]=[CH:9][CH:8]=[C:7]([F:11])[C:3]=1[C:4]([OH:6])=O.C1N=CN(C(N2C=NC=C2)=O)C=1.[CH2:24]([N:28]1[C:36]2[N:35]=[C:34]([Cl:37])[NH:33][C:32]=2[C:31](=[O:38])[N:30]([CH2:39][CH2:40][CH2:41][CH2:42]/[C:43](=[N:46]/[H])/[NH:44]O)[C:29]1=[O:48])[CH2:25][CH2:26][CH3:27]. The catalyst is CS(C)=O. The product is [CH2:24]([N:28]1[C:36]2[N:35]=[C:34]([Cl:37])[NH:33][C:32]=2[C:31](=[O:38])[N:30]([CH2:39][CH2:40][CH2:41][CH2:42][C:43]2[N:44]=[C:4]([C:3]3[C:7]([F:11])=[CH:8][CH:9]=[CH:10][C:2]=3[Cl:1])[O:6][N:46]=2)[C:29]1=[O:48])[CH2:25][CH2:26][CH3:27]. The yield is 0.0500.